This data is from Peptide-MHC class II binding affinity with 134,281 pairs from IEDB. The task is: Regression. Given a peptide amino acid sequence and an MHC pseudo amino acid sequence, predict their binding affinity value. This is MHC class II binding data. (1) The peptide sequence is FKVAATAAATAPADD. The binding affinity (normalized) is 0. The MHC is DRB1_0301 with pseudo-sequence DRB1_0301. (2) The peptide sequence is GELQIVDKILAAFKI. The MHC is DRB1_0802 with pseudo-sequence DRB1_0802. The binding affinity (normalized) is 0.585. (3) The MHC is HLA-DQA10102-DQB10602 with pseudo-sequence HLA-DQA10102-DQB10602. The peptide sequence is KDKWIELKESWGAIW. The binding affinity (normalized) is 0.381. (4) The peptide sequence is LNYRPLLPKDRRMII. The MHC is DRB1_1501 with pseudo-sequence DRB1_1501. The binding affinity (normalized) is 0.435. (5) The peptide sequence is EIYKRWIILG. The MHC is DRB1_0701 with pseudo-sequence DRB1_0701. The binding affinity (normalized) is 0. (6) The peptide sequence is LELQIVDKIDAAFKI. The MHC is DRB1_1201 with pseudo-sequence DRB1_1201. The binding affinity (normalized) is 0.632. (7) The peptide sequence is GSQLIWDRALGLPLE. The MHC is DRB1_0701 with pseudo-sequence DRB1_0701. The binding affinity (normalized) is 0.752. (8) The peptide sequence is IITFKDKTDIHRLEP. The MHC is DRB1_0701 with pseudo-sequence DRB1_0701. The binding affinity (normalized) is 0.341. (9) The MHC is DRB1_1302 with pseudo-sequence DRB1_1302. The peptide sequence is FNIQYVNYWFAPGAA. The binding affinity (normalized) is 0.0955. (10) The peptide sequence is MGTVTTEVALGLVCA. The MHC is DRB1_0405 with pseudo-sequence DRB1_0405. The binding affinity (normalized) is 0.